From a dataset of Full USPTO retrosynthesis dataset with 1.9M reactions from patents (1976-2016). Predict the reactants needed to synthesize the given product. (1) Given the product [ClH:31].[C:16]([C:17]1[CH:24]=[CH:23][C:20]([CH2:21][NH2:22])=[CH:19][CH:18]=1)#[N:8], predict the reactants needed to synthesize it. The reactants are: C(OC([N:8]([CH2:16][C:17]1[CH:24]=[CH:23][C:20]([C:21]#[N:22])=[CH:19][CH:18]=1)C(OC(C)(C)C)=O)=O)(C)(C)C.O1CCOCC1.[ClH:31]. (2) Given the product [F:1][C:2]1[CH:7]=[CH:6][CH:5]=[CH:4][C:3]=1[N:8]1[C:12]([C:13]2[CH:18]=[CH:17][N:16]=[CH:15][CH:14]=2)=[C:11]([C:19]2[O:23][N:22]=[C:21]([C:24]3[CH:31]=[CH:30][C:27]([CH2:28][N:32]4[CH2:33][CH2:34][CH:35]([NH:38][S:39]([CH3:42])(=[O:40])=[O:41])[CH2:36][CH2:37]4)=[CH:26][CH:25]=3)[N:20]=2)[N:10]=[N:9]1, predict the reactants needed to synthesize it. The reactants are: [F:1][C:2]1[CH:7]=[CH:6][CH:5]=[CH:4][C:3]=1[N:8]1[C:12]([C:13]2[CH:18]=[CH:17][N:16]=[CH:15][CH:14]=2)=[C:11]([C:19]2[O:23][N:22]=[C:21]([C:24]3[CH:31]=[CH:30][C:27]([CH:28]=O)=[CH:26][CH:25]=3)[N:20]=2)[N:10]=[N:9]1.[NH:32]1[CH2:37][CH2:36][CH:35]([NH:38][S:39]([CH3:42])(=[O:41])=[O:40])[CH2:34][CH2:33]1. (3) Given the product [Cl:1][C:2]1[C:14]2[C:13]3[C:8](=[CH:9][CH:10]=[CH:11][CH:12]=3)[C@@:7]([C:16]([F:18])([F:19])[F:17])([OH:15])[C:6]=2[CH:5]=[C:4]([O:20][CH2:22][CH2:23][C:24]([O:25][CH2:26][C:27]2[CH:28]=[CH:29][C:30]([O:33][CH3:34])=[CH:31][CH:32]=2)([CH3:36])[CH3:35])[CH:3]=1, predict the reactants needed to synthesize it. The reactants are: [Cl:1][C:2]1[C:14]2[C:13]3[C:8](=[CH:9][CH:10]=[CH:11][CH:12]=3)[C@@:7]([C:16]([F:19])([F:18])[F:17])([OH:15])[C:6]=2[CH:5]=[C:4]([OH:20])[CH:3]=1.Br[CH2:22][CH2:23][C:24]([CH3:36])([CH3:35])[O:25][CH2:26][C:27]1[CH:32]=[CH:31][C:30]([O:33][CH3:34])=[CH:29][CH:28]=1.C(=O)([O-])[O-].[K+].[K+].O.